This data is from NCI-60 drug combinations with 297,098 pairs across 59 cell lines. The task is: Regression. Given two drug SMILES strings and cell line genomic features, predict the synergy score measuring deviation from expected non-interaction effect. (1) Drug 1: CC1=C(C=C(C=C1)NC2=NC=CC(=N2)N(C)C3=CC4=NN(C(=C4C=C3)C)C)S(=O)(=O)N.Cl. Drug 2: CNC(=O)C1=NC=CC(=C1)OC2=CC=C(C=C2)NC(=O)NC3=CC(=C(C=C3)Cl)C(F)(F)F. Cell line: NCIH23. Synergy scores: CSS=19.5, Synergy_ZIP=-3.30, Synergy_Bliss=-1.26, Synergy_Loewe=-0.991, Synergy_HSA=-1.50. (2) Synergy scores: CSS=-1.05, Synergy_ZIP=2.64, Synergy_Bliss=3.82, Synergy_Loewe=1.48, Synergy_HSA=0.672. Cell line: ACHN. Drug 1: CCC1(CC2CC(C3=C(CCN(C2)C1)C4=CC=CC=C4N3)(C5=C(C=C6C(=C5)C78CCN9C7C(C=CC9)(C(C(C8N6C)(C(=O)OC)O)OC(=O)C)CC)OC)C(=O)OC)O.OS(=O)(=O)O. Drug 2: C1CN(P(=O)(OC1)NCCCl)CCCl.